From a dataset of Catalyst prediction with 721,799 reactions and 888 catalyst types from USPTO. Predict which catalyst facilitates the given reaction. Reactant: [BH4-].[Na+].[F:3][C:4]1[C:5]([NH:23][C:24]2[CH:29]=[CH:28][C:27]([I:30])=[CH:26][C:25]=2[F:31])=[C:6]([CH:14]=[C:15](/[CH:18]=[N:19]/[CH2:20][CH2:21][OH:22])[C:16]=1[F:17])[C:7]([NH:9][O:10][CH2:11][CH2:12][OH:13])=[O:8]. Product: [F:3][C:4]1[C:5]([NH:23][C:24]2[CH:29]=[CH:28][C:27]([I:30])=[CH:26][C:25]=2[F:31])=[C:6]([CH:14]=[C:15]([CH2:18][NH:19][CH2:20][CH2:21][OH:22])[C:16]=1[F:17])[C:7]([NH:9][O:10][CH2:11][CH2:12][OH:13])=[O:8]. The catalyst class is: 5.